Predict which catalyst facilitates the given reaction. From a dataset of Catalyst prediction with 721,799 reactions and 888 catalyst types from USPTO. (1) Reactant: [C:1]1([CH2:7][CH2:8][CH2:9][N:10]2[CH2:15][CH2:14][CH2:13][C@@H:12]([NH:16][C:17]3[N:18]=[CH:19][C:20](/[CH:23]=[CH:24]/[C:25]([NH:27][O:28]C4CCCCO4)=[O:26])=[N:21][CH:22]=3)[CH2:11]2)[CH:6]=[CH:5][CH:4]=[CH:3][CH:2]=1.[ClH:35]. Product: [ClH:35].[ClH:35].[OH:28][NH:27][C:25](=[O:26])/[CH:24]=[CH:23]/[C:20]1[CH:19]=[N:18][C:17]([NH:16][C@@H:12]2[CH2:13][CH2:14][CH2:15][N:10]([CH2:9][CH2:8][CH2:7][C:1]3[CH:2]=[CH:3][CH:4]=[CH:5][CH:6]=3)[CH2:11]2)=[CH:22][N:21]=1. The catalyst class is: 14. (2) Reactant: [F:1][C:2]1[CH:7]=[CH:6][C:5]([C@@H:8]([O:11][Si](CC)(CC)CC)[CH2:9]I)=[CH:4][C:3]=1[NH:19][S:20]([CH3:23])(=[O:22])=[O:21].CCCC[N+](CCCC)(CCCC)CCCC.[F-].C1COCC1.C(OCC)(=O)C. Product: [F:1][C:2]1[CH:7]=[CH:6][C:5]([C@@H:8]2[CH2:9][O:11]2)=[CH:4][C:3]=1[NH:19][S:20]([CH3:23])(=[O:22])=[O:21]. The catalyst class is: 220. (3) Reactant: [OH:1][CH:2]1[CH2:7][N:6]([C:8]([O:10][C:11]([CH3:14])([CH3:13])[CH3:12])=[O:9])[CH2:5][CH:4]([C:15]([O:17]C)=[O:16])[CH2:3]1.[H-].[Na+].[CH3:21]I. Product: [C:11]([O:10][C:8]([N:6]1[CH2:7][CH:2]([O:1][CH3:21])[CH2:3][CH:4]([C:15]([OH:17])=[O:16])[CH2:5]1)=[O:9])([CH3:14])([CH3:13])[CH3:12]. The catalyst class is: 1.